Dataset: Catalyst prediction with 721,799 reactions and 888 catalyst types from USPTO. Task: Predict which catalyst facilitates the given reaction. (1) Reactant: [N:1]#[C:2]Br.O.[CH2:5]([O:7][C:8](=[O:23])[C:9]1[CH:14]=[CH:13][C:12]([NH:15][CH:16]2[CH2:21][CH2:20][CH2:19][CH2:18][CH2:17]2)=[C:11]([NH2:22])[CH:10]=1)[CH3:6].C(O)C. Product: [NH2:1][C:2]1[N:15]([CH:16]2[CH2:17][CH2:18][CH2:19][CH2:20][CH2:21]2)[C:12]2[CH:13]=[CH:14][C:9]([C:8]([O:7][CH2:5][CH3:6])=[O:23])=[CH:10][C:11]=2[N:22]=1. The catalyst class is: 10. (2) Reactant: [NH:1]1[CH:5]=[C:4]([CH2:6][N:7]([CH2:11][C:12]2[CH:17]=[CH:16][CH:15]=[CH:14][CH:13]=2)[CH2:8][CH2:9]O)[N:3]=[CH:2]1.S(Cl)([Cl:20])=O.C(#N)C. Product: [NH:1]1[CH:5]=[C:4]([CH2:6][N:7]([CH2:11][C:12]2[CH:17]=[CH:16][CH:15]=[CH:14][CH:13]=2)[CH2:8][CH2:9][Cl:20])[N:3]=[CH:2]1. The catalyst class is: 4. (3) Reactant: C([O:3][C:4](=[O:33])[CH2:5][N:6]1[C:14]2[CH2:13][CH2:12][CH2:11][C@@H:10]([NH:15][S:16]([C:19]3[CH:24]=[CH:23][C:22]([O:25][C:26]4[CH:31]=[CH:30][CH:29]=[CH:28][C:27]=4[Cl:32])=[CH:21][CH:20]=3)(=[O:18])=[O:17])[C:9]=2[CH:8]=[N:7]1)C.[OH-].[Na+]. Product: [Cl:32][C:27]1[CH:28]=[CH:29][CH:30]=[CH:31][C:26]=1[O:25][C:22]1[CH:23]=[CH:24][C:19]([S:16]([NH:15][C@@H:10]2[CH2:11][CH2:12][CH2:13][C:14]3[N:6]([CH2:5][C:4]([OH:33])=[O:3])[N:7]=[CH:8][C:9]2=3)(=[O:17])=[O:18])=[CH:20][CH:21]=1. The catalyst class is: 7.